From a dataset of CYP2C19 inhibition data for predicting drug metabolism from PubChem BioAssay. Regression/Classification. Given a drug SMILES string, predict its absorption, distribution, metabolism, or excretion properties. Task type varies by dataset: regression for continuous measurements (e.g., permeability, clearance, half-life) or binary classification for categorical outcomes (e.g., BBB penetration, CYP inhibition). Dataset: cyp2c19_veith. (1) The compound is Clc1ccccc1-c1nc(NC2CCNCC2)c2ccccc2n1. The result is 0 (non-inhibitor). (2) The molecule is CCOC(=O)C(C)Sc1nnc(CNC(=O)c2ccc(OC)cc2)n1C1CCCCC1. The result is 1 (inhibitor). (3) The compound is CN(NC(=O)NN)c1ncc(C(F)(F)F)cc1Cl. The result is 1 (inhibitor). (4) The compound is Cc1ccc(-c2ccc(/C=N/NC(=S)Nc3ccccc3)o2)cc1[N+](=O)[O-]. The result is 1 (inhibitor). (5) The result is 1 (inhibitor). The compound is COc1cc(Cl)c(CC(=O)c2c[nH]c3ccccc23)cc1OC. (6) The molecule is O=C(NCC1CC1)[C@@H]1C[C@H]1[C@@H](NP(=O)(c1ccccc1)c1ccccc1)c1ccccc1. The result is 0 (non-inhibitor). (7) The compound is CCOc1c(OC(C)=O)ccc(/C=C2\N=C(SCC)SC2=O)c1[N+](=O)[O-]. The result is 1 (inhibitor).